The task is: Predict the product of the given reaction.. This data is from Forward reaction prediction with 1.9M reactions from USPTO patents (1976-2016). The product is: [CH:5]([C:4]1[CH:7]=[C:8]([O:10][CH3:11])[N:9]=[C:2]([NH:64][C:65](=[O:67])[O:66][C:19]([CH3:45])([CH3:20])[CH3:18])[CH:3]=1)=[O:6]. Given the reactants Cl[C:2]1[CH:3]=[C:4]([CH:7]=[C:8]([O:10][CH3:11])[N:9]=1)[CH:5]=[O:6].C([O-])([O-])=O.[Cs+].[Cs+].[CH3:18][C:19]1(C)[C:45]2C(=C(P(C3C=CC=CC=3)C3C=CC=CC=3)C=CC=2)OC2C(P(C3C=CC=CC=3)C3C=CC=CC=3)=CC=C[C:20]1=2.C([NH:64][C:65](=[O:67])[O-:66])(C)(C)C, predict the reaction product.